From a dataset of Full USPTO retrosynthesis dataset with 1.9M reactions from patents (1976-2016). Predict the reactants needed to synthesize the given product. (1) Given the product [CH:19]1([CH2:18][CH2:17][C@H:13]([NH:12][C:1](=[O:10])[C:2]2[CH:7]=[CH:6][CH:5]=[C:4]([O:8][CH3:9])[CH:3]=2)[C:14](=[O:16])[NH:28][CH2:27][CH2:25][N:36]2[C:37]3[C:33](=[CH:32][CH:31]=[C:30]([F:29])[CH:38]=3)[CH2:34][CH2:35]2)[CH2:24][CH2:23][CH2:22][CH2:21][CH2:20]1, predict the reactants needed to synthesize it. The reactants are: [C:1](Cl)(=[O:10])[C:2]1[CH:7]=[CH:6][CH:5]=[C:4]([O:8][CH3:9])[CH:3]=1.[NH2:12][C@@H:13]([CH2:17][CH2:18][CH:19]1[CH2:24][CH2:23][CH2:22][CH2:21][CH2:20]1)[C:14]([OH:16])=O.[CH2:25]([CH2:27][NH2:28])O.[F:29][C:30]1[CH:38]=[C:37]2[C:33]([CH2:34][CH2:35][NH:36]2)=[CH:32][CH:31]=1. (2) Given the product [CH3:21][As:22]([CH3:24])[S:13][CH2:12][C@@H:11]([C:14]([NH:16][CH2:17][C:18]([OH:20])=[O:19])=[O:15])[NH:10][C:8](=[O:9])[CH2:7][CH2:6][C@@H:2]([C:3]([OH:5])=[O:4])[NH2:1], predict the reactants needed to synthesize it. The reactants are: [NH2:1][C@@H:2]([CH2:6][CH2:7][C:8]([NH:10][C@H:11]([C:14]([NH:16][CH2:17][C:18]([OH:20])=[O:19])=[O:15])[CH2:12][SH:13])=[O:9])[C:3]([OH:5])=[O:4].[CH3:21][As:22]([CH3:24])Cl.N1C=CC=CC=1.